Dataset: Merck oncology drug combination screen with 23,052 pairs across 39 cell lines. Task: Regression. Given two drug SMILES strings and cell line genomic features, predict the synergy score measuring deviation from expected non-interaction effect. Drug 1: O=c1[nH]cc(F)c(=O)[nH]1. Drug 2: Cn1cc(-c2cnn3c(N)c(Br)c(C4CCCNC4)nc23)cn1. Cell line: VCAP. Synergy scores: synergy=10.9.